This data is from Reaction yield outcomes from USPTO patents with 853,638 reactions. The task is: Predict the reaction yield, written as a fraction of the theoretical maximum amount of product (1.0 means a 100% yield; for example, 0.34 means a 34% yield). (1) The reactants are [NH2:1][CH:2]([C:6]#[N:7])[C:3]([NH2:5])=[O:4].C[O-].[Na+].[C:11]([OH:14])(=O)C.[CH:15]([CH:17]=O)=O. The product is [CH3:11][O:14][C:6]1[C:2]([C:3]([NH2:5])=[O:4])=[N:1][CH:15]=[CH:17][N:7]=1. The catalyst is CO. The yield is 0.500. (2) The reactants are C(=O)([O-])[O-].[Cs+].[Cs+].[Br:7][C:8]1[CH:13]=[CH:12][C:11]([N+:14]([O-:16])=[O:15])=[C:10](F)[CH:9]=1.[F:18][C:19]1[CH:24]=[CH:23][CH:22]=[CH:21][C:20]=1[SH:25].O. The catalyst is CN(C=O)C.C(OCC)(=O)C. The product is [Br:7][C:8]1[CH:13]=[CH:12][C:11]([N+:14]([O-:16])=[O:15])=[C:10]([S:25][C:20]2[CH:21]=[CH:22][CH:23]=[CH:24][C:19]=2[F:18])[CH:9]=1. The yield is 0.800. (3) The reactants are [C:1]([C:5]1[CH:6]=[C:7]([NH:17][C:18]([NH:20][C@@H:21]2[C:30]3[C:25](=[CH:26][CH:27]=[CH:28][CH:29]=3)[C@H:24]([O:31][C:32]3[CH:33]=[CH:34][C:35]4[N:36]([C:38]([CH2:41][CH:42]5[CH2:47][CH2:46][NH:45][CH2:44][CH2:43]5)=[N:39][N:40]=4)[CH:37]=3)[CH2:23][CH2:22]2)=[O:19])[N:8]([C:10]2[CH:15]=[CH:14][C:13]([CH3:16])=[CH:12][CH:11]=2)[N:9]=1)([CH3:4])([CH3:3])[CH3:2].CCN(C(C)C)C(C)C.FC(F)(F)S(O[CH2:63][CH:64]([F:66])[F:65])(=O)=O.CC#N. The catalyst is C(Cl)Cl.CO.O. The product is [NH4+:8].[OH-:19].[C:1]([C:5]1[CH:6]=[C:7]([NH:17][C:18]([NH:20][C@@H:21]2[C:30]3[C:25](=[CH:26][CH:27]=[CH:28][CH:29]=3)[C@H:24]([O:31][C:32]3[CH:33]=[CH:34][C:35]4[N:36]([C:38]([CH2:41][CH:42]5[CH2:43][CH2:44][N:45]([CH2:63][CH:64]([F:66])[F:65])[CH2:46][CH2:47]5)=[N:39][N:40]=4)[CH:37]=3)[CH2:23][CH2:22]2)=[O:19])[N:8]([C:10]2[CH:11]=[CH:12][C:13]([CH3:16])=[CH:14][CH:15]=2)[N:9]=1)([CH3:4])([CH3:2])[CH3:3]. The yield is 0.00100. (4) The reactants are [N+:1]([C:4]1[CH:5]=[C:6]([CH:8]=[CH:9][CH:10]=1)[NH2:7])([O-:3])=[O:2].[F:11][C:12]([F:23])([F:22])[C:13]1[CH:14]=[C:15]([CH:19]=[CH:20][CH:21]=1)[C:16](O)=[O:17].F[P-](F)(F)(F)(F)F.N1(OC(N(C)C)=[N+](C)C)C2N=CC=CC=2N=N1.CCN(C(C)C)C(C)C. The catalyst is CN(C)C=O.O. The product is [N+:1]([C:4]1[CH:5]=[C:6]([NH:7][C:16](=[O:17])[C:15]2[CH:19]=[CH:20][CH:21]=[C:13]([C:12]([F:11])([F:22])[F:23])[CH:14]=2)[CH:8]=[CH:9][CH:10]=1)([O-:3])=[O:2]. The yield is 0.450. (5) The catalyst is CN(C=O)C.CCOC(C)=O. The reactants are I[CH2:2][CH:3]1[O:7][CH:6]([C:8]2[N:12]([CH3:13])[N:11]=[CH:10][C:9]=2[N+:14]([O-:16])=[O:15])[CH2:5][CH2:4]1.[N-:17]=[N+:18]=[N-:19].[Na+]. The product is [N:17]([CH2:2][CH:3]1[O:7][CH:6]([C:8]2[N:12]([CH3:13])[N:11]=[CH:10][C:9]=2[N+:14]([O-:16])=[O:15])[CH2:5][CH2:4]1)=[N+:18]=[N-:19]. The yield is 1.00. (6) The reactants are [CH3:1][O:2][C:3]([C:5]1[CH:10]=[C:9]([CH2:11]O)[CH:8]=[CH:7][N:6]=1)=[O:4].C([N:15]([CH2:18][CH3:19])CC)C.CS(Cl)(=O)=O.[CH:25]([C:28]1[C:33](=[O:34])[NH:32][C:31](=[O:35])[NH:30][C:29]=1OC1C=C(C=C(C)C=1)C#N)([CH3:27])[CH3:26].[C:46](=[O:49])([O-])[O-].[K+].[K+].[I-].[Li+]. The catalyst is C(Cl)(Cl)Cl.CN(C=O)C. The product is [CH3:1][O:2][C:3]([C:5]1[CH:10]=[C:9]([CH2:11][N:30]2[C:29]([C:46](=[O:49])[C:5]3[CH:10]=[C:9]([CH3:11])[CH:8]=[C:19]([C:18]#[N:15])[CH:3]=3)=[C:28]([CH:25]([CH3:26])[CH3:27])[C:33](=[O:34])[NH:32][C:31]2=[O:35])[CH:8]=[CH:7][N:6]=1)=[O:4]. The yield is 0.450. (7) The reactants are [NH:1]1[CH2:6][CH2:5][CH2:4][CH2:3][C:2]1=[O:7].CC(C)([O-])C.[K+].[O:14]1[CH2:16][CH:15]1[CH2:17][N:18]1[C:30]2[CH:29]=[CH:28][CH:27]=[CH:26][C:25]=2[C:24]2[C:19]1=[CH:20][CH:21]=[CH:22][CH:23]=2. The catalyst is CS(C)=O.O. The product is [CH:20]1[C:19]2[N:18]([CH2:17][CH:15]([OH:14])[CH2:16][N:1]3[CH2:6][CH2:5][CH2:4][CH2:3][C:2]3=[O:7])[C:30]3[C:25](=[CH:26][CH:27]=[CH:28][CH:29]=3)[C:24]=2[CH:23]=[CH:22][CH:21]=1. The yield is 0.450. (8) The reactants are [Li+].CC([N-]C(C)C)C.[CH2:9]([N:16]1[CH2:20][CH2:19][CH2:18][CH2:17]1)[C:10]1[CH:15]=[CH:14][CH:13]=[CH:12][CH:11]=1.[CH2:21]([O:23][C:24]([C:26]1([C:29](OCC)=[O:30])[CH2:28][CH2:27]1)=[O:25])[CH3:22].C1C[O:37]CC1. No catalyst specified. The product is [CH2:21]([O:23][C:24]([C:26]1([C:29](=[C:18]2[CH2:19][CH2:20][N:16]([CH2:9][C:10]3[CH:15]=[CH:14][CH:13]=[CH:12][CH:11]=3)[C:17]2=[O:37])[OH:30])[CH2:27][CH2:28]1)=[O:25])[CH3:22]. The yield is 0.550. (9) The reactants are C(OC(=O)[NH:7][CH2:8][CH2:9][O:10][C:11]1[CH:16]=[CH:15][C:14]([CH2:17][CH2:18][CH2:19][CH2:20][NH:21][C:22]([NH2:35])=[N:23][C:24]([C:26]2[C:31]([NH2:32])=[N:30][C:29]([NH2:33])=[C:28]([Cl:34])[N:27]=2)=[O:25])=[CH:13][CH:12]=1)(C)(C)C.Cl.C(Cl)Cl.CO. The catalyst is CO. The product is [NH2:7][CH2:8][CH2:9][O:10][C:11]1[CH:12]=[CH:13][C:14]([CH2:17][CH2:18][CH2:19][CH2:20][NH:21][C:22]([NH:23][C:24]([C:26]2[C:31]([NH2:32])=[N:30][C:29]([NH2:33])=[C:28]([Cl:34])[N:27]=2)=[O:25])=[NH:35])=[CH:15][CH:16]=1. The yield is 0.990. (10) The reactants are C([N:8]1[CH2:12][CH2:11][CH:10]([N:13]2[C:21](=[O:22])[C:20]3[C:15](=[CH:16][CH:17]=[CH:18][CH:19]=3)[C:14]2=[O:23])[CH2:9]1)C1C=CC=CC=1.Cl[C:25]([O:27][CH2:28][C:29]1[CH:34]=[CH:33][CH:32]=[CH:31][CH:30]=1)=[O:26]. The catalyst is C1COCC1. The product is [O:22]=[C:21]1[C:20]2[C:15](=[CH:16][CH:17]=[CH:18][CH:19]=2)[C:14](=[O:23])[N:13]1[CH:10]1[CH2:11][CH2:12][N:8]([C:25]([O:27][CH2:28][C:29]2[CH:34]=[CH:33][CH:32]=[CH:31][CH:30]=2)=[O:26])[CH2:9]1. The yield is 0.650.